Task: Binary Classification. Given a miRNA mature sequence and a target amino acid sequence, predict their likelihood of interaction.. Dataset: Experimentally validated miRNA-target interactions with 360,000+ pairs, plus equal number of negative samples (1) The miRNA is hsa-miR-524-5p with sequence CUACAAAGGGAAGCACUUUCUC. The protein sequence of the target gene is MSRPRFNPRGDFPLQRPRAPNPSGMRPPGPFMRPGSMGLPRFYPAGRARGIPHRFAGHESYQNMGPQRMNVQVTQHRTDPRLTKEKLDFHEAQQKKGKPHGSRWDDEPHISASVAVKQSSVTQVTEQSPKVQSRYTKESASSILASFGLSNEDLEELSRYPDEQLTPENMPLILRDIRMRKMGRRLPNLPSQSRNKETLGSEAVSSNVIDYGHASKYGYTEDPLEVRIYDPEIPTDEVENEFQSQQNISASVPNPNVICNSMFPVEDVFRQMDFPGESSNNRSFFSVESGTKMSGLHISG.... Result: 0 (no interaction). (2) The miRNA is hsa-miR-7847-3p with sequence CGUGGAGGACGAGGAGGAGGC. The protein sequence of the target gene is MDPYMIQMSSKGNLPSILDVHVNVGGRSSVPGKMKGRKARWSVRPSDMAKKTFNPIRAIVDNMKVKPNPNKTMISLSIGDPTVFGNLPTDPEVTQAMKDALDSGKYNGYAPSIGFLSSREEIASYYHCPEAPLEAKDVILTSGCSQAIDLCLAVLANPGQNILVPRPGFSLYKTLAESMGIEVKLYNLLPEKSWEIDLKQLEYLIDEKTACLIVNNPSNPCGSVFSKRHLQKILAVAARQCVPILADEIYGDMVFSDCKYEPLATLSTDVPILSCGGLAKRWLVPGWRLGWILIHDRRDI.... Result: 1 (interaction). (3) The miRNA is hsa-miR-431-5p with sequence UGUCUUGCAGGCCGUCAUGCA. The protein sequence of the target gene is MLGPHLPPPPLAPSEGRPTPCAFQIPDGSYRCLALEAEESSGEEGLQGEVGPTDLEEDEGVSRSGDDSACRVTQGTPQLPKALGIQPPSCSREEQGASQHDDRASQDWDVVKAGQMMTASPSPGPGPRVAQKPALGRSTSLTEKDLKEAKARSQQIAAQLTTPPSSNSRGVQLFNRRRQRVNEFTLESHGQRGQKPSQESLRVLPSSLPGHAPGLSLSSTSLPEPGPPRHPSPQSPDRGVPGHSMEGYSEEASLLRHLEKVASEEEEVPLVVYLKENAALLTANGLHLSQNREAQQSSPA.... Result: 0 (no interaction). (4) The miRNA is hsa-miR-297 with sequence AUGUAUGUGUGCAUGUGCAUG. The protein sequence of the target gene is MGDHLDLLLGVVLMAGPVFGIPSCSFDGRIAFYRFCNLTQVPQVLNTTERLLLSFNYIRTVTASSFPFLEQLQLLELGSQYTPLTIDKEAFRNLPNLRILDLGSSKIYFLHPDAFQGLFHLFELRLYFCGLSDAVLKDGYFRNLKALTRLDLSKNQIRSLYLHPSFGKLNSLKSIDFSSNQIFLVCEHELEPLQGKTLSFFSLAANSLYSRVSVDWGKCMNPFRNMVLEILDVSGNGWTVDITGNFSNAISKSQAFSLILAHHIMGAGFGFHNIKDPDQNTFAGLARSSVRHLDLSHGFV.... Result: 1 (interaction). (5) Result: 0 (no interaction). The miRNA is hsa-miR-487b-3p with sequence AAUCGUACAGGGUCAUCCACUU. The protein sequence of the target gene is MAAPAKGMWCSLGSLLRVVQTRDLNARRWVRALRRSPVRVLSPSGQVEERKRAPDQQPRKAVPKASSQGQRQKQPLETSPSQTPHTWEEAGLRYDKAFPGDRRLSSVMTIVKSRPFREKQGKILLEGRRLIADALKAGAVPKAFFFSRLEYVKELPVDKLKDVSLIKVKFEDIKDWSDLVTPQGIMGIFAKPDPVKMTYPETPLHHTLPLVLICDNLRDPGNLGTILRSAAGAGCSKVLLTKGCVDAWEPKVLRAGMGAHFQVPIVNNVEWETVPNHLPPDTRVYVADNCGHYAQVQMSD.... (6) The miRNA is mmu-miR-297b-3p with sequence UAUACAUACACACAUACCCAUA. The protein sequence of the target gene is MQPPIRENMLRERTVRLQYGSRVEAVYVLGTQLWTDVYSAAPAGAKTFSLKHSEGVKVEVVRDGEAEEVVTNGKQRWALSPSSTLRLSMAQASTEASSDKVTVNYYEEEGSAPIDQAGLFLTAIEISLDVDADRDGEVEKNNPKKASWTWGPEGQGAILLVNCDRDTPWLPKEDCSDEKVYSKQDLQDMSQMILRTKGPDRLPAGYEIVLYISMSDSDKVGVFYVENPFFGQRYIHILGRQKLYHVVKYTGGSAELLFFVEGLCFPDESFSGLVSIHVSLLEYMAEGIPLTPIFTDTVMF.... Result: 1 (interaction). (7) The miRNA is hsa-miR-605-3p with sequence AGAAGGCACUAUGAGAUUUAGA. The protein sequence of the target gene is MSLPFYQRCHQHYDLSYRNKDVRSTVSHYQREKKRSAVYTQGSTAYSSRSSAAHRRESEAFRRASASSSQQQASQHALSSEVSRKAASAYDYGSSHGLTDSSLLLDDYSSKLSPKPKRAKHSLLSGEEKENLPSDYMVPIFSGRQKHVSGITDTEEERIKEAAAYIAQRNLLASEEGITTSKQSTASKQTTASKQSTASKQSTASKQSTASRQSTASRQSVVSKQATSALQQEETSEKKSRKVVIREKAERLSLRKTLEETETYHAKLNEDHLLHAPEFIIKPRSHTVWEKENVKLHCSI.... Result: 0 (no interaction). (8) The miRNA is hsa-miR-186-5p with sequence CAAAGAAUUCUCCUUUUGGGCU. The protein sequence of the target gene is MESLRGNTAQGPTNEEDYKNEGQLSRQTKCPAQKKSSFENTVVRKVSVTLKEIFTGEEGPESSEFSLSPNLDAQQKIPKGHGSPISRKNSKDNSDLIKHQRLFSQRKPCKCNECEKAFSYQSDLLVHSRIHGGEKPFECNKCGKSFSRSTHLIEHQRTHTGEKPYECNECGKAFSRSTHLSLHQRIHTGEKPYECSECGKAFSRSTNLSQHQRTHTQERPYKCNECGKAFGDRSTIIQHQRIHTGENPYECSKCGKAFSWISSLTEHQRTHTGENPYECSECGKVFSRSSSLTEHQRIHS.... Result: 0 (no interaction). (9) The protein sequence of the target gene is MQPPPRKVKPAQEVKLRFLEQLSILQTWQQREADLLEDIRSYSKQRAAIEREYGQALQKLAGPFLKREGHRSGEMDSRGRTVFGAWRCLLDATVAGGQTRLQASDRYRDLAGGTGRSAKEQVLRKGTENLQRAQAEVLQSVRELSRSRKLYGQRERVWALAQEKAADVQARLNRSDHGIFHSRTSLQKLSTKLSAQSAQYSQQLQAARNEYLLNLVATNAHLDHYYQEELPALLKALVSELSEHLRDPLTSLSHTELEAAEVILEHAHRGEQTTSQVSWEQDLKLFLQEPGVFSPTPPQQ.... The miRNA is gga-let-7a-5p with sequence UGAGGUAGUAGGUUGUAUAGUU. Result: 0 (no interaction). (10) The miRNA is hsa-miR-218-5p with sequence UUGUGCUUGAUCUAACCAUGU. The protein sequence of the target gene is MFISGRRTADKWRAEERLQCPAGSARAALARCADGGAVGPFKCVFVGEMAAQVGAVRVVRAVAAQEEPDKEGKEKPHAGVSPRGVKRQRRSSSGGSQEKRGRPSQEPPLAPPHRRRRSRQHPGPLPPTNAAPTVPGPVEPLLLPPPPPPSLAPAGPAVAAPLPAPSTSALFTFSPLTVSAAGPKHKGHKERHKHHHHRGPDGDPSSCGTDLKHKDKQENGERTGGVPLIKAPKRETPDENGKTQRADDFVLKKIKKKKKKKHREDMRGRRLKMYNKEVQTVCAGLTRISKEILTQGQINS.... Result: 1 (interaction).